Dataset: Forward reaction prediction with 1.9M reactions from USPTO patents (1976-2016). Task: Predict the product of the given reaction. (1) Given the reactants [F:1][C:2]([F:13])([F:12])[C:3]1[CH:8]=[CH:7][CH:6]=[CH:5][C:4]=1B(O)O.[CH2:14]([O:16][C:17]([C:19]1[CH2:20][C:21]([NH2:31])=[N:22][C:23]2[CH:29]=[CH:28][C:27](Br)=[CH:26][C:24]=2[CH:25]=1)=[O:18])[CH3:15].C1(C)C=CC=CC=1.C(=O)([O-])[O-].[Cs+].[Cs+], predict the reaction product. The product is: [NH2:31][C:21]1[CH2:20][C:19]([C:17]([O:16][CH2:14][CH3:15])=[O:18])=[CH:25][C:24]2[CH:26]=[C:27]([C:4]3[CH:5]=[CH:6][CH:7]=[CH:8][C:3]=3[C:2]([F:13])([F:12])[F:1])[CH:28]=[CH:29][C:23]=2[N:22]=1. (2) Given the reactants [CH:1]1([CH2:6][C@H:7]([CH2:11][N:12]([CH:21]=[O:22])[O:13][CH2:14][C:15]2[CH:20]=[CH:19][CH:18]=[CH:17][CH:16]=2)[C:8]([OH:10])=O)[CH2:5][CH2:4][CH2:3][CH2:2]1.[CH3:23][C@H:24]1[CH2:29][N:28]([CH3:30])[CH2:27][CH2:26][N:25]1[C:31]1[C:36]([F:37])=[C:35]([NH:38][NH2:39])[N:34]=[C:33]([CH3:40])[N:32]=1.CN1CCOCC1.C1C=NC2N(O)N=NC=2C=1.C(Cl)CCl, predict the reaction product. The product is: [CH:1]1([CH2:6][C@@H:7]([C:8]([NH:39][NH:38][C:35]2[C:36]([F:37])=[C:31]([N:25]3[CH2:26][CH2:27][N:28]([CH3:30])[CH2:29][C@@H:24]3[CH3:23])[N:32]=[C:33]([CH3:40])[N:34]=2)=[O:10])[CH2:11][N:12]([O:13][CH2:14][C:15]2[CH:20]=[CH:19][CH:18]=[CH:17][CH:16]=2)[CH:21]=[O:22])[CH2:2][CH2:3][CH2:4][CH2:5]1. (3) Given the reactants Br[CH:2]1[CH2:6][CH2:5][N:4]([CH2:7][C:8]2[CH:13]=[CH:12][C:11]([O:14][CH3:15])=[CH:10][CH:9]=2)[C:3]1=[O:16].[S:17]([CH2:20][CH2:21][C:22]([O:24][CH3:25])=[O:23])([OH:19])=[O:18].[Na], predict the reaction product. The product is: [CH3:15][O:14][C:11]1[CH:12]=[CH:13][C:8]([CH2:7][N:4]2[CH2:5][CH2:6][CH:2]([S:17]([CH2:20][CH2:21][C:22]([O:24][CH3:25])=[O:23])(=[O:19])=[O:18])[C:3]2=[O:16])=[CH:9][CH:10]=1. (4) The product is: [CH2:1]([O:8][C:9]1[CH:10]=[C:11]([CH2:19][CH2:20][C:21]([O:23][CH2:24][CH3:25])=[O:22])[CH:12]=[CH:13][C:14]=1[O:15][CH2:16][O:17][CH3:18])[C:2]1[CH:3]=[CH:4][CH:5]=[CH:6][CH:7]=1. Given the reactants [CH2:1]([O:8][C:9]1[CH:10]=[C:11](/[CH:19]=[CH:20]/[C:21]([O:23][CH2:24][CH3:25])=[O:22])[CH:12]=[CH:13][C:14]=1[O:15][CH2:16][O:17][CH3:18])[C:2]1[CH:7]=[CH:6][CH:5]=[CH:4][CH:3]=1.C(O)C.C(=O)([O-])[O-].[K+].[K+].C(Br)C1C=CC=CC=1, predict the reaction product. (5) Given the reactants [C:1]([O:5][C:6](=[O:24])[NH:7][C:8]1[CH:13]=[C:12]([N:14]([CH:16]([CH3:18])[CH3:17])[CH3:15])[C:11]([C:19]([F:22])([F:21])[F:20])=[CH:10][C:9]=1[NH2:23])([CH3:4])([CH3:3])[CH3:2].C([O:29][C:30](=O)[CH2:31][C:32]([C:34]1[CH:39]=[CH:38][CH:37]=[C:36]([C:40]2[O:44][N:43]=[C:42]([CH3:45])[CH:41]=2)[CH:35]=1)=[O:33])(C)(C)C, predict the reaction product. The product is: [C:1]([O:5][C:6](=[O:24])[NH:7][C:8]1[CH:13]=[C:12]([N:14]([CH:16]([CH3:17])[CH3:18])[CH3:15])[C:11]([C:19]([F:22])([F:21])[F:20])=[CH:10][C:9]=1[NH:23][C:30](=[O:29])[CH2:31][C:32]([C:34]1[CH:39]=[CH:38][CH:37]=[C:36]([C:40]2[O:44][N:43]=[C:42]([CH3:45])[CH:41]=2)[CH:35]=1)=[O:33])([CH3:3])([CH3:4])[CH3:2]. (6) Given the reactants [CH2:1]([O:3][C:4]([C:6]1([O:10][C:11]2[CH:12]=[CH:13][C:14]3[O:18][C:17]([NH:19][CH:20]4[CH2:25][CH2:24][NH:23][CH2:22][CH2:21]4)=[N:16][C:15]=3[CH:26]=2)[CH2:9][CH2:8][CH2:7]1)=[O:5])[CH3:2].C(OC(N1CCC(NC2OC3C=CC(O)=CC=3N=2)CC1)=O)(C)(C)C.C(OC(C1(Br)CCC1)=O)C.C(=O)([O-])[O-].[K+].[K+].FC(F)(F)C(O)=O.[CH2:74]([O:76][C:77]1[CH:78]=[C:79]([CH:82]=[C:83]([O:86][CH2:87][CH3:88])[C:84]=1[F:85])[CH:80]=O)[CH3:75].C([BH3-])#N.[Na+].C(N(C(C)C)C(C)C)C, predict the reaction product. The product is: [CH2:1]([O:3][C:4]([C:6]1([O:10][C:11]2[CH:12]=[CH:13][C:14]3[O:18][C:17]([NH:19][CH:20]4[CH2:25][CH2:24][N:23]([CH2:80][C:79]5[CH:82]=[C:83]([O:86][CH2:87][CH3:88])[C:84]([F:85])=[C:77]([O:76][CH2:74][CH3:75])[CH:78]=5)[CH2:22][CH2:21]4)=[N:16][C:15]=3[CH:26]=2)[CH2:7][CH2:8][CH2:9]1)=[O:5])[CH3:2]. (7) Given the reactants C([NH:4][C:5]1[N:9]([CH3:10])[N:8]=[C:7]([C:11]([CH3:14])([CH3:13])[CH3:12])[CH:6]=1)(=O)C.[N+:15]([O-])([OH:17])=[O:16], predict the reaction product. The product is: [NH2:4][C:5]1[N:9]([CH3:10])[N:8]=[C:7]([C:11]([CH3:12])([CH3:13])[CH3:14])[C:6]=1[N+:15]([O-:17])=[O:16]. (8) Given the reactants [NH:1]1[CH:5]=[N:4][CH:3]=[N:2]1.[H-].[Na+].[C:8]([O:11][C@@H:12]1[C@@H:20]([C@@:21]2([CH3:42])[CH2:26][CH2:25][C@H:24]([O:27][Si:28]([C:31]([CH3:34])([CH3:33])[CH3:32])([CH3:30])[CH3:29])[CH2:23][C@@H:22]2[CH2:35][CH2:36]OS(C)(=O)=O)[CH2:19][CH2:18][C@@:17]2([CH3:43])[C@H:13]1[CH2:14][CH2:15][C:16]12[O:47][CH2:46][CH2:45][O:44]1)(=[O:10])[CH3:9], predict the reaction product. The product is: [C:8]([O:11][C@@H:12]1[C@@H:20]([C@@:21]2([CH3:42])[CH2:26][CH2:25][C@H:24]([O:27][Si:28]([C:31]([CH3:33])([CH3:34])[CH3:32])([CH3:30])[CH3:29])[CH2:23][C@@H:22]2[CH2:35][CH2:36][N:1]2[CH:5]=[N:4][CH:3]=[N:2]2)[CH2:19][CH2:18][C@@:17]2([CH3:43])[C@H:13]1[CH2:14][CH2:15][C:16]12[O:44][CH2:45][CH2:46][O:47]1)(=[O:10])[CH3:9].